The task is: Predict which catalyst facilitates the given reaction.. This data is from Catalyst prediction with 721,799 reactions and 888 catalyst types from USPTO. The catalyst class is: 1. Reactant: O[CH:2]=[C:3]1[C:11]2[C:6](=[CH:7][C:8]([C:12]([C:14]3[CH:15]=[C:16]([NH:20][C:21]([C:23]4[N:24]([CH3:29])[N:25]=[C:26]([CH3:28])[CH:27]=4)=[O:22])[CH:17]=[CH:18][CH:19]=3)=[O:13])=[CH:9][CH:10]=2)[NH:5][C:4]1=[O:30].[CH3:31][N:32]1[CH2:37][CH2:36][N:35]([C:38]2[CH:43]=[CH:42][C:41]([NH2:44])=[CH:40][CH:39]=2)[CH2:34][CH2:33]1. Product: [CH3:31][N:32]1[CH2:33][CH2:34][N:35]([C:38]2[CH:43]=[CH:42][C:41]([NH:44][CH:2]=[C:3]3[C:11]4[C:6](=[CH:7][C:8]([C:12]([C:14]5[CH:15]=[C:16]([NH:20][C:21]([C:23]6[N:24]([CH3:29])[N:25]=[C:26]([CH3:28])[CH:27]=6)=[O:22])[CH:17]=[CH:18][CH:19]=5)=[O:13])=[CH:9][CH:10]=4)[NH:5][C:4]3=[O:30])=[CH:40][CH:39]=2)[CH2:36][CH2:37]1.